Dataset: Full USPTO retrosynthesis dataset with 1.9M reactions from patents (1976-2016). Task: Predict the reactants needed to synthesize the given product. (1) Given the product [C:16]1(=[C:8]([C:5]2[CH:6]=[CH:7][C:2]([C:33]#[C:34][CH2:35][CH2:36][CH2:44][OH:45])=[CH:3][CH:4]=2)[C:9]2[CH:14]=[CH:13][C:12]([OH:15])=[CH:11][CH:10]=2)[CH2:23][CH2:22][CH2:24][CH2:19][CH2:18][CH2:17]1, predict the reactants needed to synthesize it. The reactants are: Br[C:2]1[CH:7]=[CH:6][C:5]([C:8](=[C:16]2[CH2:23][CH2:22]CC[CH2:19][CH2:18][CH2:17]2)[C:9]2[CH:14]=[CH:13][C:12]([OH:15])=[CH:11][CH:10]=2)=[CH:4][CH:3]=1.[CH:24](N(CC)C(C)C)(C)C.[CH2:33](O)[CH2:34][CH2:35][C:36]#C.[NH4+].[Cl-].CN([CH:44]=[O:45])C. (2) Given the product [NH2:4][C:5]1[CH:6]=[CH:7][C:8]([CH2:11][CH:12]([CH:14]2[CH2:15][CH2:16][N:17]([C:20]([O:22][C:23]([CH3:26])([CH3:25])[CH3:24])=[O:21])[CH2:18][CH2:19]2)[OH:13])=[CH:9][CH:10]=1, predict the reactants needed to synthesize it. The reactants are: C([NH:4][C:5]1[CH:10]=[CH:9][C:8]([CH2:11][CH:12]([CH:14]2[CH2:19][CH2:18][N:17]([C:20]([O:22][C:23]([CH3:26])([CH3:25])[CH3:24])=[O:21])[CH2:16][CH2:15]2)[OH:13])=[CH:7][CH:6]=1)(=O)C.[OH-].[K+].C(O)C.